Dataset: TCR-epitope binding with 47,182 pairs between 192 epitopes and 23,139 TCRs. Task: Binary Classification. Given a T-cell receptor sequence (or CDR3 region) and an epitope sequence, predict whether binding occurs between them. The epitope is KLVALGINAV. The TCR CDR3 sequence is CASSIVRGANTGELFF. Result: 0 (the TCR does not bind to the epitope).